This data is from NCI-60 drug combinations with 297,098 pairs across 59 cell lines. The task is: Regression. Given two drug SMILES strings and cell line genomic features, predict the synergy score measuring deviation from expected non-interaction effect. (1) Drug 1: C1=NNC2=C1C(=O)NC=N2. Drug 2: CC12CCC3C(C1CCC2OP(=O)(O)O)CCC4=C3C=CC(=C4)OC(=O)N(CCCl)CCCl.[Na+]. Cell line: K-562. Synergy scores: CSS=5.27, Synergy_ZIP=-0.944, Synergy_Bliss=-0.737, Synergy_Loewe=1.36, Synergy_HSA=-0.713. (2) Cell line: CCRF-CEM. Synergy scores: CSS=15.7, Synergy_ZIP=2.19, Synergy_Bliss=5.02, Synergy_Loewe=-2.60, Synergy_HSA=-2.08. Drug 1: CS(=O)(=O)OCCCCOS(=O)(=O)C. Drug 2: C(CCl)NC(=O)N(CCCl)N=O. (3) Drug 1: C1C(C(OC1N2C=NC3=C2NC=NCC3O)CO)O. Drug 2: CCC1(C2=C(COC1=O)C(=O)N3CC4=CC5=C(C=CC(=C5CN(C)C)O)N=C4C3=C2)O.Cl. Cell line: MALME-3M. Synergy scores: CSS=16.0, Synergy_ZIP=-7.69, Synergy_Bliss=-7.13, Synergy_Loewe=-25.0, Synergy_HSA=-2.57. (4) Drug 1: CC1=C2C(C(=O)C3(C(CC4C(C3C(C(C2(C)C)(CC1OC(=O)C(C(C5=CC=CC=C5)NC(=O)OC(C)(C)C)O)O)OC(=O)C6=CC=CC=C6)(CO4)OC(=O)C)OC)C)OC. Drug 2: CC12CCC(CC1=CCC3C2CCC4(C3CC=C4C5=CN=CC=C5)C)O. Cell line: HT29. Synergy scores: CSS=64.4, Synergy_ZIP=5.77, Synergy_Bliss=3.47, Synergy_Loewe=-12.6, Synergy_HSA=3.85. (5) Drug 1: CC12CCC3C(C1CCC2O)C(CC4=C3C=CC(=C4)O)CCCCCCCCCS(=O)CCCC(C(F)(F)F)(F)F. Drug 2: C1CC(=O)NC(=O)C1N2C(=O)C3=CC=CC=C3C2=O. Cell line: SN12C. Synergy scores: CSS=-0.0865, Synergy_ZIP=0.736, Synergy_Bliss=-0.915, Synergy_Loewe=-0.858, Synergy_HSA=-2.11. (6) Drug 1: C(=O)(N)NO. Drug 2: CN(CCCl)CCCl.Cl. Cell line: BT-549. Synergy scores: CSS=19.6, Synergy_ZIP=-7.87, Synergy_Bliss=-6.70, Synergy_Loewe=-2.74, Synergy_HSA=-2.33.